This data is from CYP2C19 inhibition data for predicting drug metabolism from PubChem BioAssay. The task is: Regression/Classification. Given a drug SMILES string, predict its absorption, distribution, metabolism, or excretion properties. Task type varies by dataset: regression for continuous measurements (e.g., permeability, clearance, half-life) or binary classification for categorical outcomes (e.g., BBB penetration, CYP inhibition). Dataset: cyp2c19_veith. The compound is CC[C@@H](Nc1ncnc2nc[nH]c12)C(=O)O. The result is 0 (non-inhibitor).